From a dataset of Full USPTO retrosynthesis dataset with 1.9M reactions from patents (1976-2016). Predict the reactants needed to synthesize the given product. Given the product [NH2:1][C:2]1[S:6][C:5]([C:7]2[CH:8]=[CH:9][C:10]([O:13][CH3:14])=[CH:11][CH:12]=2)=[N:4][C:3]=1[C:15]([NH:18][C:19]1([C:25]([O:27][CH3:28])=[O:26])[CH2:24][CH2:23][CH2:22][CH2:21][CH2:20]1)=[O:17], predict the reactants needed to synthesize it. The reactants are: [NH2:1][C:2]1[S:6][C:5]([C:7]2[CH:12]=[CH:11][C:10]([O:13][CH3:14])=[CH:9][CH:8]=2)=[N:4][C:3]=1[C:15]([OH:17])=O.[NH2:18][C:19]1([C:25]([O:27][CH3:28])=[O:26])[CH2:24][CH2:23][CH2:22][CH2:21][CH2:20]1.C(N(CC)CC)C.CN(C(ON1N=NC2C=CC=NC1=2)=[N+](C)C)C.F[P-](F)(F)(F)(F)F.